The task is: Predict the reactants needed to synthesize the given product.. This data is from Full USPTO retrosynthesis dataset with 1.9M reactions from patents (1976-2016). (1) Given the product [Br:1][C:2]1[CH:3]=[N:4][CH:5]=[C:6]([CH:10]=1)[C:7]([N:13]([O:12][CH3:11])[CH3:14])=[O:8], predict the reactants needed to synthesize it. The reactants are: [Br:1][C:2]1[CH:3]=[N:4][CH:5]=[C:6]([CH:10]=1)[C:7](O)=[O:8].[CH3:11][O:12][NH:13][CH3:14].C1C=CC2N(O)N=NC=2C=1.CCN=C=NCCCN(C)C.CCN(CC)CC. (2) Given the product [O:16]1[CH:17]=[CH:18][CH:19]=[C:15]1[C:10]1[N:11]=[C:12]([NH:14][C:20]([C:21]2[CH:26]=[CH:25][N:24]=[CH:23][CH:22]=2)=[O:27])[S:13][C:9]=1[C:7]([CH:4]1[CH2:5][CH2:6][O:1][CH2:2][CH2:3]1)=[O:8], predict the reactants needed to synthesize it. The reactants are: [O:1]1[CH2:6][CH2:5][CH:4]([C:7]([C:9]2[S:13][C:12]([NH2:14])=[N:11][C:10]=2[C:15]2[O:16][CH:17]=[CH:18][CH:19]=2)=[O:8])[CH2:3][CH2:2]1.[C:20](O)(=[O:27])[C:21]1[CH:26]=[CH:25][N:24]=[CH:23][CH:22]=1.CCN=C=NCCCN(C)C.Cl.O.ON1C2C=CC=CC=2N=N1.C(=O)([O-])O.[Na+]. (3) Given the product [CH2:1]([O:3][C:4]1[CH:9]=[CH:8][C:7]([C:10]2[CH:11]=[C:12]3[C:16](=[CH:17][CH:18]=2)[C:15](=[O:19])[O:14][CH2:13]3)=[C:6]([O:20][CH2:29][CH2:30][CH3:31])[C:5]=1[O:21][CH3:22])[CH3:2], predict the reactants needed to synthesize it. The reactants are: [CH2:1]([O:3][C:4]1[CH:9]=[CH:8][C:7]([C:10]2[CH:11]=[C:12]3[C:16](=[CH:17][CH:18]=2)[C:15](=[O:19])[O:14][CH2:13]3)=[C:6]([OH:20])[C:5]=1[O:21][CH3:22])[CH3:2].C(=O)([O-])[O-].[K+].[K+].[CH2:29](Br)[CH2:30][CH3:31]. (4) Given the product [F:46][C:33]1[CH:32]=[C:31]([C:9]2[CH:14]=[N:13][C:12]([NH:15][C:16]([NH:18][C:19]3[CH:24]=[CH:23][CH:22]=[C:21]([C:25]([F:26])([F:27])[F:28])[CH:20]=3)=[O:17])=[CH:11][CH:10]=2)[CH:36]=[CH:35][C:34]=1[C:37]1([O:41][CH2:42][C:43]([OH:45])=[O:44])[CH2:40][CH2:39][CH2:38]1, predict the reactants needed to synthesize it. The reactants are: CC1(C)C(C)(C)OB([C:9]2[CH:10]=[CH:11][C:12]([NH:15][C:16]([NH:18][C:19]3[CH:24]=[CH:23][CH:22]=[C:21]([C:25]([F:28])([F:27])[F:26])[CH:20]=3)=[O:17])=[N:13][CH:14]=2)O1.Br[C:31]1[CH:36]=[CH:35][C:34]([C:37]2([O:41][CH2:42][C:43]([OH:45])=[O:44])[CH2:40][CH2:39][CH2:38]2)=[C:33]([F:46])[CH:32]=1.P([O-])([O-])([O-])=O.[K+].[K+].[K+].Cl. (5) Given the product [CH:17]1([N:20]2[C:24]([O:14][CH2:13][C:10]3[N:11]=[N:12][N:8]([C:4]4[CH:5]=[CH:6][CH:7]=[C:2]([I:1])[CH:3]=4)[N:9]=3)=[N:23][N:22]=[C:21]2[C:29]2[CH:30]=[CH:31][N:32]=[CH:33][CH:34]=2)[CH2:19][CH2:18]1, predict the reactants needed to synthesize it. The reactants are: [I:1][C:2]1[CH:3]=[C:4]([N:8]2[N:12]=[N:11][C:10]([CH2:13][OH:14])=[N:9]2)[CH:5]=[CH:6][CH:7]=1.[H-].[Na+].[CH:17]1([N:20]2[C:24](S(C)(=O)=O)=[N:23][N:22]=[C:21]2[C:29]2[CH:34]=[CH:33][N:32]=[CH:31][CH:30]=2)[CH2:19][CH2:18]1. (6) Given the product [OH:1][C:2]1[CH:7]=[CH:6][C:5]([C:8](=[O:10])/[CH:9]=[CH:20]/[C:17]2[CH:16]=[C:15]([CH3:14])[O:19][N:18]=2)=[CH:4][C:3]=1[CH3:11], predict the reactants needed to synthesize it. The reactants are: [OH:1][C:2]1[CH:7]=[CH:6][C:5]([C:8](=[O:10])[CH3:9])=[CH:4][C:3]=1[CH3:11].[OH-].[Na+].[CH3:14][C:15]1[O:19][N:18]=[C:17]([CH:20]=O)[CH:16]=1.Cl. (7) Given the product [CH:1]1([C@@H:7]([NH:9][C:10]([C:12]2[C:21]3[C:16](=[CH:17][CH:18]=[CH:19][CH:20]=3)[N:15]=[C:14]([C:22]3[S:23][CH:24]=[CH:25][CH:26]=3)[C:13]=2[CH2:27][N:28]2[CH2:29][CH2:30][N:31]([C:38](=[O:39])[CH2:37][C:36]([OH:42])([CH3:41])[C:35]([F:44])([F:43])[F:34])[CH2:32][CH2:33]2)=[O:11])[CH3:8])[CH2:6][CH2:5][CH2:4][CH2:3][CH2:2]1, predict the reactants needed to synthesize it. The reactants are: [CH:1]1([C@@H:7]([NH:9][C:10]([C:12]2[C:21]3[C:16](=[CH:17][CH:18]=[CH:19][CH:20]=3)[N:15]=[C:14]([C:22]3[S:23][CH:24]=[CH:25][CH:26]=3)[C:13]=2[CH2:27][N:28]2[CH2:33][CH2:32][NH:31][CH2:30][CH2:29]2)=[O:11])[CH3:8])[CH2:6][CH2:5][CH2:4][CH2:3][CH2:2]1.[F:34][C:35]([F:44])([F:43])[C:36]([OH:42])([CH3:41])[CH2:37][C:38](O)=[O:39]. (8) The reactants are: [Cl:1][C:2]1[S:6][C:5]([C:7]([OH:9])=O)=[CH:4][C:3]=1[C:10]1[N:14]([CH3:15])[N:13]=[CH:12][C:11]=1[CH3:16].[NH2:17][C@@H:18]([CH2:31][C:32]1[CH:37]=[C:36]([F:38])[CH:35]=[CH:34][C:33]=1[F:39])[CH2:19][N:20]1[C:28](=[O:29])[C:27]2[C:22](=[CH:23][CH:24]=[CH:25][CH:26]=2)[C:21]1=[O:30].FC1C=CC=C(F)C=1C[C@@H](C(O)=O)N.C1CN([P+](Br)(N2CCCC2)N2CCCC2)CC1.F[P-](F)(F)(F)(F)F.CCN(C(C)C)C(C)C. Given the product [Cl:1][C:2]1[S:6][C:5]([C:7]([NH:17][C@H:18]([CH2:19][N:20]2[C:28](=[O:29])[C:27]3[C:22](=[CH:23][CH:24]=[CH:25][CH:26]=3)[C:21]2=[O:30])[CH2:31][C:32]2[CH:37]=[C:36]([F:38])[CH:35]=[CH:34][C:33]=2[F:39])=[O:9])=[CH:4][C:3]=1[C:10]1[N:14]([CH3:15])[N:13]=[CH:12][C:11]=1[CH3:16], predict the reactants needed to synthesize it.